Dataset: NCI-60 drug combinations with 297,098 pairs across 59 cell lines. Task: Regression. Given two drug SMILES strings and cell line genomic features, predict the synergy score measuring deviation from expected non-interaction effect. (1) Drug 1: CC(CN1CC(=O)NC(=O)C1)N2CC(=O)NC(=O)C2. Drug 2: CNC(=O)C1=NC=CC(=C1)OC2=CC=C(C=C2)NC(=O)NC3=CC(=C(C=C3)Cl)C(F)(F)F. Cell line: RPMI-8226. Synergy scores: CSS=52.3, Synergy_ZIP=-5.47, Synergy_Bliss=-4.81, Synergy_Loewe=-15.6, Synergy_HSA=-3.95. (2) Drug 1: COC1=C(C=C2C(=C1)N=CN=C2NC3=CC(=C(C=C3)F)Cl)OCCCN4CCOCC4. Drug 2: C1CC(=O)NC(=O)C1N2C(=O)C3=CC=CC=C3C2=O. Cell line: UACC-257. Synergy scores: CSS=17.5, Synergy_ZIP=-3.80, Synergy_Bliss=-1.26, Synergy_Loewe=-6.03, Synergy_HSA=-0.945. (3) Drug 1: COC1=C(C=C2C(=C1)N=CN=C2NC3=CC(=C(C=C3)F)Cl)OCCCN4CCOCC4. Drug 2: CN(C)N=NC1=C(NC=N1)C(=O)N. Cell line: SK-MEL-28. Synergy scores: CSS=4.79, Synergy_ZIP=-3.34, Synergy_Bliss=-4.72, Synergy_Loewe=-16.7, Synergy_HSA=-5.91. (4) Drug 1: CN1CCC(CC1)COC2=C(C=C3C(=C2)N=CN=C3NC4=C(C=C(C=C4)Br)F)OC. Drug 2: CS(=O)(=O)C1=CC(=C(C=C1)C(=O)NC2=CC(=C(C=C2)Cl)C3=CC=CC=N3)Cl. Cell line: K-562. Synergy scores: CSS=59.4, Synergy_ZIP=1.15, Synergy_Bliss=-1.31, Synergy_Loewe=-25.2, Synergy_HSA=-1.05. (5) Drug 1: CC1=C2C(C(=O)C3(C(CC4C(C3C(C(C2(C)C)(CC1OC(=O)C(C(C5=CC=CC=C5)NC(=O)OC(C)(C)C)O)O)OC(=O)C6=CC=CC=C6)(CO4)OC(=O)C)O)C)O. Drug 2: C1=NC2=C(N1)C(=S)N=CN2. Cell line: HOP-62. Synergy scores: CSS=46.0, Synergy_ZIP=-0.879, Synergy_Bliss=-2.08, Synergy_Loewe=-8.69, Synergy_HSA=-2.76.